This data is from Catalyst prediction with 721,799 reactions and 888 catalyst types from USPTO. The task is: Predict which catalyst facilitates the given reaction. (1) Reactant: [CH2:1]([O:8][C:9]1[CH:14]=[CH:13][C:12]([CH2:15][CH:16](Cl)[C:17]([O:19][CH3:20])=[O:18])=[CH:11][CH:10]=1)[C:2]1[CH:7]=[CH:6][CH:5]=[CH:4][CH:3]=1.[C:22]1([C:28]2[NH:32][C:31]([SH:33])=[N:30][CH:29]=2)[CH:27]=[CH:26][CH:25]=[CH:24][CH:23]=1.[OH-].[Na+]. Product: [CH2:1]([O:8][C:9]1[CH:14]=[CH:13][C:12]([CH2:15][CH:16]([S:33][C:31]2[NH:32][C:28]([C:22]3[CH:27]=[CH:26][CH:25]=[CH:24][CH:23]=3)=[CH:29][N:30]=2)[C:17]([O:19][CH3:20])=[O:18])=[CH:11][CH:10]=1)[C:2]1[CH:7]=[CH:6][CH:5]=[CH:4][CH:3]=1. The catalyst class is: 5. (2) Reactant: Br[C:2]1[CH:3]=[C:4]([C:17]2[N:25]=[C:24]([CH3:26])[N:23]=[C:22]3[C:18]=2[N:19]=[CH:20][N:21]3[CH:27]2[CH2:32][CH2:31][CH2:30][CH2:29][O:28]2)[C:5]([NH:8][C:9]2[CH:10]=[N:11][C:12]([O:15][CH3:16])=[CH:13][CH:14]=2)=[N:6][CH:7]=1.[NH:33]1[CH2:38][CH2:37][O:36][CH2:35][CH2:34]1.CC(C)([O-])C.[Na+].CC1(C)C2C=CC=C(P(C3C=CC=CC=3)C3C=CC=CC=3)C=2OC2C1=CC=CC=2P(C1C=CC=CC=1)C1C=CC=CC=1.O1CCOCC1. Product: [CH3:16][O:15][C:12]1[N:11]=[CH:10][C:9]([NH:8][C:5]2[C:4]([C:17]3[N:25]=[C:24]([CH3:26])[N:23]=[C:22]4[C:18]=3[N:19]=[CH:20][N:21]4[CH:27]3[CH2:32][CH2:31][CH2:30][CH2:29][O:28]3)=[CH:3][C:2]([N:33]3[CH2:38][CH2:37][O:36][CH2:35][CH2:34]3)=[CH:7][N:6]=2)=[CH:14][CH:13]=1. The catalyst class is: 110. (3) Reactant: [CH:1]1([CH2:4][CH2:5][OH:6])[CH2:3][CH2:2]1.[H-].[Na+].[F:9][C:10]1[CH:22]=[C:21](F)[C:20]([F:24])=[CH:19][C:11]=1[C:12]([NH:14][S:15]([CH3:18])(=[O:17])=[O:16])=[O:13]. Product: [CH:1]1([CH2:4][CH2:5][O:6][C:21]2[C:20]([F:24])=[CH:19][C:11]([C:12]([NH:14][S:15]([CH3:18])(=[O:17])=[O:16])=[O:13])=[C:10]([F:9])[CH:22]=2)[CH2:3][CH2:2]1. The catalyst class is: 9. (4) Reactant: [CH2:1]([N:8]1[C@@H:13]2[C@H:14](S(C3C=CC=CC=3)(=O)=O)[CH2:15][C@@:9]1([C:26]1[CH:31]=[CH:30][C:29]([F:32])=[CH:28][CH:27]=1)[C@H:10]([OH:25])[CH2:11][CH2:12]2)[C:2]1[CH:7]=[CH:6][CH:5]=[CH:4][CH:3]=1.[C-]1C2C(=CC=CC=2)C=CC=1.[Li+]. Product: [CH2:1]([N:8]1[C@@H:13]2[CH2:14][CH2:15][C@@:9]1([C:26]1[CH:27]=[CH:28][C:29]([F:32])=[CH:30][CH:31]=1)[C@H:10]([OH:25])[CH2:11][CH2:12]2)[C:2]1[CH:3]=[CH:4][CH:5]=[CH:6][CH:7]=1. The catalyst class is: 1. (5) Reactant: [C:1]([O:5][C:6](=[O:16])[NH:7][C@H:8]([CH2:14][OH:15])[CH2:9][C:10]([CH3:13])([CH3:12])[CH3:11])([CH3:4])([CH3:3])[CH3:2].[S:17](Cl)([C:20]1[CH:26]=[CH:25][C:23]([CH3:24])=[CH:22][CH:21]=1)(=[O:19])=[O:18]. Product: [C:1]([O:5][C:6]([NH:7][C@@H:8]([CH2:9][C:10]([CH3:13])([CH3:12])[CH3:11])[CH2:14][O:15][S:17]([C:20]1[CH:26]=[CH:25][C:23]([CH3:24])=[CH:22][CH:21]=1)(=[O:19])=[O:18])=[O:16])([CH3:4])([CH3:2])[CH3:3]. The catalyst class is: 17.